Dataset: Reaction yield outcomes from USPTO patents with 853,638 reactions. Task: Predict the reaction yield, written as a fraction of the theoretical maximum amount of product (1.0 means a 100% yield; for example, 0.34 means a 34% yield). (1) The reactants are Cl[CH2:2][C:3]([NH:5][C:6]1[C:11]([Br:12])=[N:10][C:9]([Br:13])=[CH:8][N:7]=1)=[O:4].[I-:14].[Na+]. The catalyst is CC(C)=O.C(OCC)(=O)C. The product is [Br:12][C:11]1[C:6]([NH:5][C:3](=[O:4])[CH2:2][I:14])=[N:7][CH:8]=[C:9]([Br:13])[N:10]=1. The yield is 0.780. (2) The reactants are [C:1]([N:8]1[CH:12]=[CH:11][N:10]=[CH:9]1)(N1C=CN=C1)=[O:2].[C:13]([O:17][C:18]([N:20]1[CH2:25][CH2:24][CH:23]([CH2:26][OH:27])[CH2:22][CH2:21]1)=[O:19])([CH3:16])([CH3:15])[CH3:14]. The catalyst is C(Cl)Cl. The product is [C:13]([O:17][C:18]([N:20]1[CH2:25][CH2:24][CH:23]([CH2:26][O:27][C:1]([N:8]2[CH:12]=[CH:11][N:10]=[CH:9]2)=[O:2])[CH2:22][CH2:21]1)=[O:19])([CH3:16])([CH3:15])[CH3:14]. The yield is 0.610.